Predict the reaction yield, written as a fraction of the theoretical maximum amount of product (1.0 means a 100% yield; for example, 0.34 means a 34% yield). From a dataset of Reaction yield outcomes from USPTO patents with 853,638 reactions. The reactants are [CH3:1][O:2][C:3]1[C:4]([O:30][CH2:31][C@H:32]2[CH2:36][CH2:35][CH2:34][N:33]2C(OC(C)(C)C)=O)=[CH:5][C:6]2[NH:12][C:11]3[CH:13]=[C:14]([C:17]4[CH:22]=[CH:21][C:20]([N+:23]([O-:25])=[O:24])=[C:19]([O:26][CH3:27])[CH:18]=4)[CH:15]=[CH:16][C:10]=3[C:9](=[O:28])[NH:8][C:7]=2[CH:29]=1.Cl.O1CCOCC1. The catalyst is CO. The product is [CH3:1][O:2][C:3]1[C:4]([O:30][CH2:31][C@H:32]2[CH2:36][CH2:35][CH2:34][NH:33]2)=[CH:5][C:6]2[NH:12][C:11]3[CH:13]=[C:14]([C:17]4[CH:22]=[CH:21][C:20]([N+:23]([O-:25])=[O:24])=[C:19]([O:26][CH3:27])[CH:18]=4)[CH:15]=[CH:16][C:10]=3[C:9](=[O:28])[NH:8][C:7]=2[CH:29]=1. The yield is 0.0900.